Task: Predict the reactants needed to synthesize the given product.. Dataset: Full USPTO retrosynthesis dataset with 1.9M reactions from patents (1976-2016) (1) The reactants are: [NH:1]1[CH:5]=[N:4][CH:3]=[N:2]1.[Na].I[C:8]1[CH:9]=[C:10]([CH:14]2[O:18][N:17]=[C:16]([C:19]3[N:20]=[C:21]([CH:24]4[CH2:29][CH2:28][N:27]([C:30](=[O:42])[CH2:31][N:32]5[C:36]([CH3:37])=[CH:35][C:34]([C:38]([F:41])([F:40])[F:39])=[N:33]5)[CH2:26][CH2:25]4)[S:22][CH:23]=3)[CH2:15]2)[CH:11]=[CH:12][CH:13]=1.O=C1O[C@H]([C@H](CO)O)C([O-])=C1O.[Na+].CS(C)=O. Given the product [N:1]1([C:8]2[CH:9]=[C:10]([CH:14]3[O:18][N:17]=[C:16]([C:19]4[N:20]=[C:21]([CH:24]5[CH2:29][CH2:28][N:27]([C:30](=[O:42])[CH2:31][N:32]6[C:36]([CH3:37])=[CH:35][C:34]([C:38]([F:40])([F:41])[F:39])=[N:33]6)[CH2:26][CH2:25]5)[S:22][CH:23]=4)[CH2:15]3)[CH:11]=[CH:12][CH:13]=2)[CH:5]=[N:4][CH:3]=[N:2]1, predict the reactants needed to synthesize it. (2) The reactants are: CC1C=CC(S(O[CH2:12][C@@H:13]2[O:18][C:17]3[CH:19]=[C:20]([S:24]([CH3:27])(=[O:26])=[O:25])[CH:21]=[C:22]([Cl:23])[C:16]=3[O:15][CH2:14]2)(=O)=O)=CC=1.[CH3:28][NH:29][CH2:30][CH2:31][CH3:32]. Given the product [Cl:23][C:22]1[C:16]2[O:15][CH2:14][C@H:13]([CH2:12][N:29]([CH3:28])[CH2:30][CH2:31][CH3:32])[O:18][C:17]=2[CH:19]=[C:20]([S:24]([CH3:27])(=[O:25])=[O:26])[CH:21]=1, predict the reactants needed to synthesize it.